This data is from Forward reaction prediction with 1.9M reactions from USPTO patents (1976-2016). The task is: Predict the product of the given reaction. (1) Given the reactants [Cl:1][CH2:2][C:3]([C:5]1[CH:14]=[CH:13][C:8]2[O:9][CH2:10][CH2:11][O:12][C:7]=2[CH:6]=1)=O, predict the reaction product. The product is: [Cl:1][CH2:2][CH2:3][C:5]1[CH:14]=[CH:13][C:8]2[O:9][CH2:10][CH2:11][O:12][C:7]=2[CH:6]=1. (2) Given the reactants [F:1][C:2]1[CH:3]=[C:4]([CH:10]=[C:11]([F:13])[CH:12]=1)[C:5]([CH2:7][C:8]#[N:9])=O.Cl.[Cl:15][C:16]1[CH:21]=[CH:20][C:19]([CH2:22][C@@H:23]([C:27]2[CH:32]=[CH:31][CH:30]=[C:29]([C:33]#[N:34])[CH:28]=2)[C@@H:24]([NH2:26])[CH3:25])=[CH:18][CH:17]=1, predict the reaction product. The product is: [Cl:15][C:16]1[CH:17]=[CH:18][C:19]([CH2:22][C@@H:23]([C:27]2[CH:28]=[C:29]([CH:30]=[CH:31][CH:32]=2)[C:33]#[N:34])[C@@H:24]([NH:26][CH:5]([C:4]2[CH:3]=[C:2]([F:1])[CH:12]=[C:11]([F:13])[CH:10]=2)[CH2:7][C:8]#[N:9])[CH3:25])=[CH:20][CH:21]=1. (3) Given the reactants [CH3:1][O:2][C:3]([C:5]1[O:6][C:7]2[CH:13]=[CH:12][C:11]([O:14][CH3:15])=[CH:10][C:8]=2[CH:9]=1)=[O:4], predict the reaction product. The product is: [CH3:1][O:2][C:3]([CH:5]1[CH2:9][C:8]2[CH:10]=[C:11]([O:14][CH3:15])[CH:12]=[CH:13][C:7]=2[O:6]1)=[O:4]. (4) Given the reactants [CH2:1]([O:3][C:4]([C:6]1[N:7]([CH3:16])[N:8]=[CH:9][C:10]=1[C:11]([O:13]CC)=[O:12])=[O:5])[CH3:2].[OH-].[Na+], predict the reaction product. The product is: [CH2:1]([O:3][C:4]([C:6]1[N:7]([CH3:16])[N:8]=[CH:9][C:10]=1[C:11]([OH:13])=[O:12])=[O:5])[CH3:2]. (5) Given the reactants CS([O:5][CH2:6][C:7]1[C:8]([CH3:33])=[N:9][C:10]([CH2:29][CH:30]([CH3:32])[CH3:31])=[C:11]([CH2:20][NH:21][C:22]([O:24][C:25]([CH3:28])([CH3:27])[CH3:26])=[O:23])[C:12]=1[C:13]1[CH:18]=[CH:17][C:16]([CH3:19])=[CH:15][CH:14]=1)(=O)=O.[CH2:34](O)[CH2:35][CH2:36][OH:37].[H-].[Na+].Cl, predict the reaction product. The product is: [OH:37][CH2:36][CH2:35][CH2:34][O:5][CH2:6][C:7]1[C:12]([C:13]2[CH:18]=[CH:17][C:16]([CH3:19])=[CH:15][CH:14]=2)=[C:11]([CH2:20][NH:21][C:22](=[O:23])[O:24][C:25]([CH3:28])([CH3:27])[CH3:26])[C:10]([CH2:29][CH:30]([CH3:32])[CH3:31])=[N:9][C:8]=1[CH3:33].